From a dataset of Forward reaction prediction with 1.9M reactions from USPTO patents (1976-2016). Predict the product of the given reaction. (1) Given the reactants [OH:1][C:2]1[C:14]2[C:13]3[C:8](=[CH:9][C:10]([CH:15]=[O:16])=[CH:11][CH:12]=3)[C:7](=[O:17])[C:6]=2[CH:5]=[CH:4][CH:3]=1.C(O[BH-](OC(=O)C)OC(=O)C)(=O)C.[Na+], predict the reaction product. The product is: [OH:1][C:2]1[C:14]2[C:13]3[C:8](=[CH:9][C:10]([CH2:15][OH:16])=[CH:11][CH:12]=3)[C:7](=[O:17])[C:6]=2[CH:5]=[CH:4][CH:3]=1. (2) Given the reactants Br[CH2:2][C:3]1[NH:8][C:7]([C:9]2[S:10][CH:11]=[CH:12][N:13]=2)=[N:6][CH:5]([C:14]2[CH:19]=[CH:18][C:17]([F:20])=[CH:16][C:15]=2[Cl:21])[C:4]=1[C:22]([O:24][CH2:25][CH3:26])=[O:23].[NH:27]1[CH2:32][CH2:31][O:30][CH2:29][C@H:28]1[C:33]([OH:35])=[O:34], predict the reaction product. The product is: [Cl:21][C:15]1[CH:16]=[C:17]([F:20])[CH:18]=[CH:19][C:14]=1[CH:5]1[N:6]=[C:7]([C:9]2[S:10][CH:11]=[CH:12][N:13]=2)[NH:8][C:3]([CH2:2][N:27]2[CH2:32][CH2:31][O:30][CH2:29][C@H:28]2[C:33]([OH:35])=[O:34])=[C:4]1[C:22]([O:24][CH2:25][CH3:26])=[O:23]. (3) Given the reactants C[O:2][C:3]1[CH:4]=[C:5]2[C:9](=[CH:10][CH:11]=1)[C:8](=[O:12])[NH:7][CH2:6]2.B(Br)(Br)Br.CO, predict the reaction product. The product is: [OH:2][C:3]1[CH:4]=[C:5]2[C:9](=[CH:10][CH:11]=1)[C:8](=[O:12])[NH:7][CH2:6]2. (4) Given the reactants [O:1]=[C:2]1[CH2:7][O:6][C:5]2[N:8]=[C:9]([C:18]3[CH:23]=[CH:22][C:21]([C:24]4([NH:28][C:29](=[O:35])[O:30][C:31]([CH3:34])([CH3:33])[CH3:32])[CH2:27][CH2:26][CH2:25]4)=[CH:20][CH:19]=3)[C:10]([C:12]3[CH:17]=[CH:16][CH:15]=[CH:14][CH:13]=3)=[CH:11][C:4]=2[NH:3]1.C(=O)([O-])[O-].[K+].[K+].Br[CH:43]1[CH2:46][CH2:45][CH2:44]1, predict the reaction product. The product is: [CH:43]1([N:3]2[C:2](=[O:1])[CH2:7][O:6][C:5]3[N:8]=[C:9]([C:18]4[CH:23]=[CH:22][C:21]([C:24]5([NH:28][C:29](=[O:35])[O:30][C:31]([CH3:32])([CH3:34])[CH3:33])[CH2:25][CH2:26][CH2:27]5)=[CH:20][CH:19]=4)[C:10]([C:12]4[CH:13]=[CH:14][CH:15]=[CH:16][CH:17]=4)=[CH:11][C:4]2=3)[CH2:46][CH2:45][CH2:44]1. (5) Given the reactants [CH3:1][O:2][C:3]1[CH:25]=[CH:24][C:6]2[C:7]([CH2:10][O:11][C:12]3[CH:20]=[CH:19][CH:18]=[C:17]4[C:13]=3[CH:14]=[C:15]([C:21]([OH:23])=O)[NH:16]4)=[CH:8][O:9][C:5]=2[CH:4]=1.Cl.Cl.Cl.[NH2:29][CH:30]1[CH2:35][CH2:34][N:33]([CH2:36][C@@H:37]([N:39]2[CH2:44][CH2:43][C@H:42]([OH:45])[C@@H:41]([CH3:46])[CH2:40]2)[CH3:38])[CH2:32][CH2:31]1, predict the reaction product. The product is: [OH:45][C@H:42]1[CH2:43][CH2:44][N:39]([C@@H:37]([CH3:38])[CH2:36][N:33]2[CH2:32][CH2:31][CH:30]([NH:29][C:21]([C:15]3[NH:16][C:17]4[C:13]([CH:14]=3)=[C:12]([O:11][CH2:10][C:7]3[C:6]5[CH:24]=[CH:25][C:3]([O:2][CH3:1])=[CH:4][C:5]=5[O:9][CH:8]=3)[CH:20]=[CH:19][CH:18]=4)=[O:23])[CH2:35][CH2:34]2)[CH2:40][C@@H:41]1[CH3:46]. (6) Given the reactants [CH3:1][C:2]1[N:3]([CH2:12][C:13]([F:16])([F:15])[F:14])[C:4]2[C:10]([NH2:11])=[CH:9][CH:8]=[CH:7][C:5]=2[N:6]=1.[N:17]([C:20]1[CH:21]=[N:22][CH:23]=[CH:24][C:25]=1[O:26][CH3:27])=[C:18]=[S:19], predict the reaction product. The product is: [CH3:27][O:26][C:25]1[CH:24]=[CH:23][N:22]=[CH:21][C:20]=1[NH:17][C:18]([NH:11][C:10]1[C:4]2[N:3]([CH2:12][C:13]([F:14])([F:16])[F:15])[C:2]([CH3:1])=[N:6][C:5]=2[CH:7]=[CH:8][CH:9]=1)=[S:19]. (7) Given the reactants Br[C:2]1[C:14]2[C:13]([C:21]3[CH:26]=[CH:25][CH:24]=[CH:23][CH:22]=3)([C:15]3[CH:20]=[CH:19][CH:18]=[CH:17][CH:16]=3)[C:12]3[C:7](=[CH:8][CH:9]=[CH:10][CH:11]=3)[C:6]=2[CH:5]=[CH:4][CH:3]=1.[NH2:27][C:28]1[CH:33]=[CH:32][CH:31]=[CH:30][CH:29]=1.CC(C)([O-])C.[Na+], predict the reaction product. The product is: [C:21]1([C:13]2([C:15]3[CH:16]=[CH:17][CH:18]=[CH:19][CH:20]=3)[C:14]3[CH:2]=[C:3]([NH:27][C:28]4[CH:33]=[CH:32][CH:31]=[CH:30][CH:29]=4)[CH:4]=[CH:5][C:6]=3[C:7]3[C:12]2=[CH:11][CH:10]=[CH:9][CH:8]=3)[CH:26]=[CH:25][CH:24]=[CH:23][CH:22]=1. (8) Given the reactants [C:1]1([CH2:7][S:8][C:9]2[NH:18][C:17]3[NH:16][C:15](=[O:19])[CH2:14][S:13][C:12]=3[C:11](=O)[N:10]=2)[CH:6]=[CH:5][CH:4]=[CH:3][CH:2]=1.CN(C)C1C=CC=CC=1.C(=O)(O)[O-].[Na+].P(Cl)(Cl)([Cl:37])=O, predict the reaction product. The product is: [Cl:37][C:11]1[C:12]2[S:13][CH2:14][C:15](=[O:19])[NH:16][C:17]=2[N:18]=[C:9]([S:8][CH2:7][C:1]2[CH:6]=[CH:5][CH:4]=[CH:3][CH:2]=2)[N:10]=1. (9) Given the reactants C(OC[C:10]([N:12]([C:14]1[CH:19]=[CH:18][C:17]([NH:20][C:21]2[N:22]=[C:23]([NH:30][CH:31]3[CH2:34][CH2:33][CH2:32]3)[C:24]3[CH:29]=[CH:28][NH:27][C:25]=3[N:26]=2)=[CH:16][CH:15]=1)[CH3:13])=[O:11])C1C=CC=CC=1.C[CH2:36][OH:37], predict the reaction product. The product is: [CH:31]1([NH:30][C:23]2[C:24]3[CH:29]=[CH:28][NH:27][C:25]=3[N:26]=[C:21]([NH:20][C:17]3[CH:16]=[CH:15][C:14]([N:12]([CH3:13])[C:10](=[O:11])[O:37][CH3:36])=[CH:19][CH:18]=3)[N:22]=2)[CH2:32][CH2:33][CH2:34]1. (10) Given the reactants [N+]([C:4]1[CH:9]=[C:8]([C:10]([F:13])([F:12])[F:11])[CH:7]=[C:6]([N+:14]([O-:16])=[O:15])[CH:5]=1)([O-])=O.[OH:17][C:18]1[CH:19]=[C:20]([C:24]([CH3:36])([CH3:35])[C:25]([O:27][CH2:28][C:29]2[CH:34]=[CH:33][CH:32]=[CH:31][CH:30]=2)=[O:26])[CH:21]=[CH:22][CH:23]=1.CN(C)C=O.S([O-])([O-])(=O)=O.[K+].[K+], predict the reaction product. The product is: [CH3:36][C:24]([C:20]1[CH:21]=[CH:22][CH:23]=[C:18]([O:17][C:4]2[CH:9]=[C:8]([C:10]([F:13])([F:12])[F:11])[CH:7]=[C:6]([N+:14]([O-:16])=[O:15])[CH:5]=2)[CH:19]=1)([CH3:35])[C:25]([O:27][CH2:28][C:29]1[CH:34]=[CH:33][CH:32]=[CH:31][CH:30]=1)=[O:26].